From a dataset of Forward reaction prediction with 1.9M reactions from USPTO patents (1976-2016). Predict the product of the given reaction. (1) Given the reactants Cl.Cl.[O:3]1[C:8]2=[CH:9][CH:10]=[CH:11][C:7]2=[CH:6][C:5]([CH:12]2[CH2:17][CH2:16][CH2:15][CH2:14][N:13]2[CH2:18][CH2:19][C@H:20]2[CH2:25][CH2:24][C@H:23]([NH2:26])[CH2:22][CH2:21]2)=[CH:4]1.[C:27](O)(=[O:31])[CH2:28][CH2:29][CH3:30], predict the reaction product. The product is: [O:3]1[C:8]2=[CH:9][CH:10]=[CH:11][C:7]2=[CH:6][C:5]([CH:12]2[CH2:17][CH2:16][CH2:15][CH2:14][N:13]2[CH2:18][CH2:19][C@H:20]2[CH2:21][CH2:22][C@H:23]([NH:26][C:27](=[O:31])[CH2:28][CH2:29][CH3:30])[CH2:24][CH2:25]2)=[CH:4]1. (2) Given the reactants [CH:1]1([NH:4][C:5]2[N:10]=[C:9]([C:11]3[C:19]4[C:14](=[CH:15][CH:16]=[C:17]([C:20]5[S:24][C:23]([NH:25]CC6C=CC(OC)=CC=6)=[N:22][N:21]=5)[CH:18]=4)[N:13]([S:35]([C:38]4[CH:44]=[CH:43][C:41]([CH3:42])=[CH:40][CH:39]=4)(=[O:37])=[O:36])[CH:12]=3)[CH:8]=[N:7][CH:6]=2)[CH2:3][CH2:2]1, predict the reaction product. The product is: [CH:1]1([NH:4][C:5]2[N:10]=[C:9]([C:11]3[C:19]4[C:14](=[CH:15][CH:16]=[C:17]([C:20]5[S:24][C:23]([NH2:25])=[N:22][N:21]=5)[CH:18]=4)[N:13]([S:35]([C:38]4[CH:39]=[CH:40][C:41]([CH3:42])=[CH:43][CH:44]=4)(=[O:37])=[O:36])[CH:12]=3)[CH:8]=[N:7][CH:6]=2)[CH2:3][CH2:2]1. (3) Given the reactants [CH:1]1([CH2:4][O:5][C:6]2[CH:11]=[C:10]([O:12][CH3:13])[CH:9]=[CH:8][C:7]=2[C:14]2[C:15]3[NH:22][C:21]([CH3:23])=[C:20]([C:24]([O:26][CH2:27][CH3:28])=[O:25])[C:16]=3[N:17]=[CH:18][N:19]=2)[CH2:3][CH2:2]1.Cl[CH2:30][O:31][CH2:32][CH2:33][Si:34]([CH3:37])([CH3:36])[CH3:35], predict the reaction product. The product is: [CH:1]1([CH2:4][O:5][C:6]2[CH:11]=[C:10]([O:12][CH3:13])[CH:9]=[CH:8][C:7]=2[C:14]2[C:15]3[N:22]([CH2:30][O:31][CH2:32][CH2:33][Si:34]([CH3:37])([CH3:36])[CH3:35])[C:21]([CH3:23])=[C:20]([C:24]([O:26][CH2:27][CH3:28])=[O:25])[C:16]=3[N:17]=[CH:18][N:19]=2)[CH2:3][CH2:2]1. (4) Given the reactants [CH3:1][C:2]1[C:7]([CH2:8][NH:9][C:10]2[C:11]3[C:12](=[N:16][N:17]([CH2:19][C:20]4[CH:25]=[CH:24][C:23]([CH2:26][N:27]5[CH:32]=[CH:31][CH:30]=[CH:29][C:28]5=[O:33])=[CH:22][CH:21]=4)[CH:18]=3)[N:13]=[CH:14][N:15]=2)=[C:6]([CH3:34])[N:5]=[C:4]([NH:35]C(=O)OC(C)(C)C)[CH:3]=1.C(O)(C(F)(F)F)=O, predict the reaction product. The product is: [NH2:35][C:4]1[N:5]=[C:6]([CH3:34])[C:7]([CH2:8][NH:9][C:10]2[C:11]3[C:12](=[N:16][N:17]([CH2:19][C:20]4[CH:25]=[CH:24][C:23]([CH2:26][N:27]5[CH:32]=[CH:31][CH:30]=[CH:29][C:28]5=[O:33])=[CH:22][CH:21]=4)[CH:18]=3)[N:13]=[CH:14][N:15]=2)=[C:2]([CH3:1])[CH:3]=1. (5) The product is: [NH2:1][C:2]1[C:3]([C:20]([OH:22])=[O:21])=[N:4][C:5]([C:8]2[C:13]([C:14]([F:17])([F:15])[F:16])=[C:12]([O:18][CH3:19])[CH:11]=[CH:10][N:9]=2)=[CH:6][N:7]=1. Given the reactants [NH2:1][C:2]1[C:3]([C:20]([O:22]C)=[O:21])=[N:4][C:5]([C:8]2[C:13]([C:14]([F:17])([F:16])[F:15])=[C:12]([O:18][CH3:19])[CH:11]=[CH:10][N:9]=2)=[CH:6][N:7]=1.[OH-].[Na+].Cl, predict the reaction product. (6) Given the reactants [C:1]([C:3]1[CH:4]=[CH:5][C:6]2[O:10][C:9]([CH2:11][C:12]3[C:20]([O:21][CH3:22])=[CH:19][C:18]([CH3:23])=[C:17]4[C:13]=3[CH:14]=[CH:15][N:16]4[C:24]([O:26][C:27]([CH3:30])([CH3:29])[CH3:28])=[O:25])=[N:8][C:7]=2[CH:31]=1)#[N:2].CI.[Li+].[CH3:35][Si]([N-][Si](C)(C)C)(C)C, predict the reaction product. The product is: [C:1]([C:3]1[CH:4]=[CH:5][C:6]2[O:10][C:9]([CH:11]([C:12]3[C:20]([O:21][CH3:22])=[CH:19][C:18]([CH3:23])=[C:17]4[C:13]=3[CH:14]=[CH:15][N:16]4[C:24]([O:26][C:27]([CH3:28])([CH3:30])[CH3:29])=[O:25])[CH3:35])=[N:8][C:7]=2[CH:31]=1)#[N:2].